From a dataset of Plasma protein binding rate (PPBR) regression data from AstraZeneca. Regression/Classification. Given a drug SMILES string, predict its absorption, distribution, metabolism, or excretion properties. Task type varies by dataset: regression for continuous measurements (e.g., permeability, clearance, half-life) or binary classification for categorical outcomes (e.g., BBB penetration, CYP inhibition). For this dataset (ppbr_az), we predict Y. (1) The molecule is COc1cc(Cc2cnc(N)nc2N)cc(OC)c1OC. The Y is 66.1 %. (2) The molecule is COc1c(C)cc(C2(c3cccc(-c4cncnc4)c3)N=C(C)C(N)=N2)cc1C. The Y is 95.6 %.